Dataset: Catalyst prediction with 721,799 reactions and 888 catalyst types from USPTO. Task: Predict which catalyst facilitates the given reaction. (1) The catalyst class is: 26. Product: [CH3:1][C:2]1[CH:30]=[CH:29][C:5]2[NH:6][C:7]3[CH:28]=[CH:27][CH:26]=[CH:25][C:8]=3[N:9]=[C:10]([N:11]3[CH2:16][CH2:15][N:14]([CH3:33])[C@@H:13]([CH2:17][CH2:18][C:19]4[CH:24]=[CH:23][CH:22]=[CH:21][CH:20]=4)[CH2:12]3)[C:4]=2[CH:3]=1. Reactant: [CH3:1][C:2]1[CH:30]=[CH:29][C:5]2[NH:6][C:7]3[CH:28]=[CH:27][CH:26]=[CH:25][C:8]=3[N:9]=[C:10]([N:11]3[CH2:16][CH2:15][NH:14][C@@H:13]([CH2:17][CH2:18][C:19]4[CH:24]=[CH:23][CH:22]=[CH:21][CH:20]=4)[CH2:12]3)[C:4]=2[CH:3]=1.C=O.[C:33](O[BH-](OC(=O)C)OC(=O)C)(=O)C.[Na+]. (2) Reactant: [F:1][C:2]([F:34])([F:33])[C:3]1[CH:4]=[C:5]([C@H:13]([O:15][C@@H:16]2[C@@H:25]([C:26]3[CH:31]=[CH:30][C:29]([F:32])=[CH:28][CH:27]=3)[C:24]3[N:23]=[CH:22][CH:21]=[CH:20][C:19]=3[CH2:18][CH2:17]2)[CH3:14])[CH:6]=[C:7]([C:9]([F:12])([F:11])[F:10])[CH:8]=1.C1C=C(Cl)C=C(C(OO)=[O:43])C=1.[OH-].[Na+]. Product: [F:34][C:2]([F:1])([F:33])[C:3]1[CH:4]=[C:5]([C@H:13]([O:15][C@@H:16]2[C@@H:25]([C:26]3[CH:27]=[CH:28][C:29]([F:32])=[CH:30][CH:31]=3)[C:24]3[N+:23]([O-:43])=[CH:22][CH:21]=[CH:20][C:19]=3[CH2:18][CH2:17]2)[CH3:14])[CH:6]=[C:7]([C:9]([F:12])([F:10])[F:11])[CH:8]=1. The catalyst class is: 2. (3) Reactant: [NH:1]1[C:5]([C:6]([O:8][CH2:9][C:10]2[CH:15]=[CH:14][CH:13]=[CH:12][CH:11]=2)=[O:7])=[CH:4][C:3]([C:16]([O:18][CH2:19][C:20]2[CH:25]=[CH:24][CH:23]=[CH:22][CH:21]=2)=[O:17])=[N:2]1.C(=O)([O-])[O-].[K+].[K+].[Br:32][CH2:33][CH2:34]Br.CO.C(Cl)Cl. Product: [Br:32][CH2:33][CH2:34][N:1]1[C:5]([C:6]([O:8][CH2:9][C:10]2[CH:15]=[CH:14][CH:13]=[CH:12][CH:11]=2)=[O:7])=[CH:4][C:3]([C:16]([O:18][CH2:19][C:20]2[CH:25]=[CH:24][CH:23]=[CH:22][CH:21]=2)=[O:17])=[N:2]1. The catalyst class is: 10. (4) Reactant: [F:1][C:2]1[CH:3]=[C:4]([CH:8]=[CH:9][C:10]=1[N+:11]([O-:13])=[O:12])[C:5](O)=[O:6].O=S(Cl)[Cl:16]. Product: [F:1][C:2]1[CH:3]=[C:4]([CH:8]=[CH:9][C:10]=1[N+:11]([O-:13])=[O:12])[C:5]([Cl:16])=[O:6]. The catalyst class is: 11. (5) Reactant: [CH3:1][N:2]([S:15]([C:18]1[CH:23]=[CH:22][CH:21]=[CH:20][C:19]=1[C:24]([F:27])([F:26])[F:25])(=[O:17])=[O:16])[C:3]1[CH:4]=[CH:5][CH:6]=[C:7]2[C:11]=1[NH:10][C:9]([C:12](=[S:14])[NH2:13])=[CH:8]2.[C:28]([O:33][CH2:34][CH3:35])(=[O:32])[C:29]#[C:30][CH3:31].C(P(CCCC)CCCC)CCC.C1(C)C=CC=CC=1. Product: [CH2:34]([O:33][C:28](=[O:32])[CH2:29][CH:30]1[S:14][C:12]([C:9]2[NH:10][C:11]3[C:7]([CH:8]=2)=[CH:6][CH:5]=[CH:4][C:3]=3[N:2]([CH3:1])[S:15]([C:18]2[CH:23]=[CH:22][CH:21]=[CH:20][C:19]=2[C:24]([F:27])([F:25])[F:26])(=[O:17])=[O:16])=[N:13][CH2:31]1)[CH3:35]. The catalyst class is: 7.